Dataset: Reaction yield outcomes from USPTO patents with 853,638 reactions. Task: Predict the reaction yield, written as a fraction of the theoretical maximum amount of product (1.0 means a 100% yield; for example, 0.34 means a 34% yield). (1) The reactants are [CH3:1][C:2]1[N:7]=[CH:6][C:5]([C:8]([NH:10][C:11]2[C:12]([C:22]([OH:24])=O)=[N:13][N:14]([CH:16]3[CH2:21][CH2:20][CH2:19][CH2:18][O:17]3)[CH:15]=2)=[O:9])=[CH:4][CH:3]=1.[NH2:25][CH2:26][CH2:27][OH:28].CCN=C=NCCCN(C)C.C1C=CC2N(O)N=NC=2C=1.C(=O)([O-])O.[Na+]. The catalyst is CN(C=O)C. The product is [OH:28][CH2:27][CH2:26][NH:25][C:22]([C:12]1[C:11]([NH:10][C:8](=[O:9])[C:5]2[CH:4]=[CH:3][C:2]([CH3:1])=[N:7][CH:6]=2)=[CH:15][N:14]([CH:16]2[CH2:21][CH2:20][CH2:19][CH2:18][O:17]2)[N:13]=1)=[O:24]. The yield is 0.940. (2) The reactants are [CH3:1][S:2][CH2:3][CH2:4][CH2:5][NH2:6].[CH3:7][CH2:8][CH2:9][CH2:10][CH2:11][CH3:12].[C:13]([O:16]CC)(=[O:15])C. No catalyst specified. The product is [CH3:1][S:2][CH2:3][CH2:4][CH2:5][NH:6][C:13](=[O:15])[O:16][C:9]1[CH:8]=[CH:7][CH:12]=[CH:11][CH:10]=1. The yield is 0.931. (3) The reactants are [Cl:1][C:2]1[C:11]2[C:6](=[CH:7][CH:8]=[CH:9][CH:10]=2)[CH:5]=[CH:4][C:3]=1[OH:12].C([O-])([O-])=O.[K+].[K+].Br[CH2:20][CH2:21][NH:22][C:23](=[O:29])[O:24][C:25]([CH3:28])([CH3:27])[CH3:26].CCCCCC.C(OCC)(=O)C. The catalyst is CC(C)=O. The product is [Cl:1][C:2]1[C:11]2[C:6](=[CH:7][CH:8]=[CH:9][CH:10]=2)[CH:5]=[CH:4][C:3]=1[O:12][CH2:20][CH2:21][NH:22][C:23](=[O:29])[O:24][C:25]([CH3:28])([CH3:27])[CH3:26]. The yield is 0.770. (4) The reactants are OS([O-])(=O)=O.[K+].[CH3:7][C:8]([S@@:11]([NH2:13])=[O:12])([CH3:10])[CH3:9].[CH:14]([C:16]1[CH:17]=[C:18]([CH:21]=[CH:22][CH:23]=1)[C:19]#[N:20])=O. The catalyst is C1(C)C=CC=CC=1. The product is [C:8]([S+:11](/[N:13]=[CH:14]/[C:16]1[CH:23]=[CH:22][CH:21]=[C:18]([C:19]#[N:20])[CH:17]=1)[O-:12])([CH3:10])([CH3:9])[CH3:7]. The yield is 0.810. (5) The yield is 0.850. The product is [Si:1]([O:8][CH2:9][CH:10]1[CH2:15][CH2:14][N:13]([C:16]([C:20]2[CH:25]=[C:24]([Cl:26])[CH:23]=[C:22]([Cl:27])[CH:21]=2)([CH3:19])[CH2:17][O:18][CH3:30])[CH2:12][CH2:11]1)([C:4]([CH3:7])([CH3:5])[CH3:6])([CH3:3])[CH3:2]. The reactants are [Si:1]([O:8][CH2:9][CH:10]1[CH2:15][CH2:14][N:13]([C:16]([C:20]2[CH:25]=[C:24]([Cl:26])[CH:23]=[C:22]([Cl:27])[CH:21]=2)([CH3:19])[CH2:17][OH:18])[CH2:12][CH2:11]1)([C:4]([CH3:7])([CH3:6])[CH3:5])([CH3:3])[CH3:2].[H-].[Na+].[CH3:30]I. The catalyst is C1COCC1.